This data is from Reaction yield outcomes from USPTO patents with 853,638 reactions. The task is: Predict the reaction yield, written as a fraction of the theoretical maximum amount of product (1.0 means a 100% yield; for example, 0.34 means a 34% yield). The reactants are [CH2:1]([O:3][CH:4]([O:7][CH2:8][CH3:9])[CH:5]=[CH2:6])[CH3:2].C12BC(CCC1)CCC2.O1CCCC1.Br[C:25]1[CH:26]=[C:27]2[C:32](=[CH:33][CH:34]=1)[N:31]=[CH:30][CH:29]=[CH:28]2.C(=O)([O-])[O-].[K+].[K+].C1(P(C2CCCCC2)C2CCCCC2)CCCCC1. The catalyst is C([O-])(=O)C.[Pd+2].C([O-])(=O)C.O. The product is [CH2:1]([O:3][CH:4]([O:7][CH2:8][CH3:9])[CH2:5][CH2:6][C:25]1[CH:26]=[C:27]2[C:32](=[CH:33][CH:34]=1)[N:31]=[CH:30][CH:29]=[CH:28]2)[CH3:2]. The yield is 0.835.